Dataset: Full USPTO retrosynthesis dataset with 1.9M reactions from patents (1976-2016). Task: Predict the reactants needed to synthesize the given product. (1) The reactants are: [NH2:1]/[CH:2]=[C:3](\[N:7]([CH2:14][CH3:15])[C:8](=O)[C:9]([F:12])([F:11])[F:10])/[C:4](=[O:6])[CH3:5].C(=O)([O-])[O-].[K+].[K+]. Given the product [CH2:14]([N:7]1[C:3]([C:4](=[O:6])[CH3:5])=[CH:2][N:1]=[C:8]1[C:9]([F:12])([F:11])[F:10])[CH3:15], predict the reactants needed to synthesize it. (2) Given the product [Br:5][C:6]1[C:10]2[C:11](=[O:15])[NH:12][CH:13]=[C:14]([N+:1]([O-:4])=[O:2])[C:9]=2[S:8][C:7]=1[CH3:16], predict the reactants needed to synthesize it. The reactants are: [N+:1]([O-:4])(O)=[O:2].[Br:5][C:6]1[C:10]2[C:11](=[O:15])[NH:12][CH:13]=[CH:14][C:9]=2[S:8][C:7]=1[CH3:16]. (3) Given the product [CH:10]1([CH2:13][S:4][CH2:3][C@@H:2]([C:5]([OH:7])=[O:6])[NH2:1])[CH2:12][CH2:11]1, predict the reactants needed to synthesize it. The reactants are: [NH2:1][C@H:2]([C:5]([OH:7])=[O:6])[CH2:3][SH:4].[OH-].[Na+].[CH:10]1([CH2:13]Br)[CH2:12][CH2:11]1.Cl. (4) Given the product [Br:1][C:2]1[CH:10]=[CH:9][CH:8]=[C:7]2[C:3]=1[CH:4]([C:18]1[C:19]([OH:29])=[CH:20][C:21]3[O:25][C:24]([CH3:26])([CH3:27])[CH2:23][C:22]=3[CH:28]=1)[C:5](=[O:17])[N:6]2[CH2:11][C:12]([O:14][CH2:15][CH3:16])=[O:13], predict the reactants needed to synthesize it. The reactants are: [Br:1][C:2]1[CH:10]=[CH:9][CH:8]=[C:7]2[C:3]=1[C:4](O)([C:18]1[C:19]([OH:29])=[CH:20][C:21]3[O:25][C:24]([CH3:27])([CH3:26])[CH2:23][C:22]=3[CH:28]=1)[C:5](=[O:17])[N:6]2[CH2:11][C:12]([O:14][CH2:15][CH3:16])=[O:13].C([SiH](CC)CC)C.FC(F)(F)C(O)=O. (5) Given the product [F:12][C:9]1[CH:10]=[CH:11][C:6]([CH2:5][CH2:4][CH2:3][OH:2])=[C:7]([S:13]([CH3:16])(=[O:15])=[O:14])[CH:8]=1, predict the reactants needed to synthesize it. The reactants are: C[O:2][C:3](=O)[CH2:4][CH2:5][C:6]1[CH:11]=[CH:10][C:9]([F:12])=[CH:8][C:7]=1[S:13]([CH3:16])(=[O:15])=[O:14].[H-].[H-].[H-].[H-].[Li+].[Al+3].O. (6) The reactants are: Br[C:2]1[C:6]2[CH:7]=[N:8][C:9]([NH2:23])=[C:10]([O:11][C@@H:12]([C:14]3[C:19]([Cl:20])=[CH:18][CH:17]=[C:16]([F:21])[C:15]=3[Cl:22])[CH3:13])[C:5]=2[O:4][CH:3]=1.C(OC([N:31]1[CH2:35][CH2:34][C@H:33]([N:36]2[CH:40]=[C:39](B3OC(C)(C)C(C)(C)O3)[CH:38]=[N:37]2)[CH2:32]1)=O)(C)(C)C.C(=O)([O-])[O-].[K+].[K+]. Given the product [Cl:22][C:15]1[C:16]([F:21])=[CH:17][CH:18]=[C:19]([Cl:20])[C:14]=1[C@H:12]([O:11][C:10]1[C:5]2[O:4][CH:3]=[C:2]([C:39]3[CH:38]=[N:37][N:36]([C@H:33]4[CH2:34][CH2:35][NH:31][CH2:32]4)[CH:40]=3)[C:6]=2[CH:7]=[N:8][C:9]=1[NH2:23])[CH3:13], predict the reactants needed to synthesize it. (7) Given the product [NH2:9][C:10]1[C:15]([C:16]([C:2]2[CH:7]=[CH:6][CH:5]=[C:4]([Br:8])[N:3]=2)=[O:26])=[CH:14][CH:13]=[CH:12][N:11]=1, predict the reactants needed to synthesize it. The reactants are: Br[C:2]1[CH:7]=[CH:6][CH:5]=[C:4]([Br:8])[N:3]=1.[NH2:9][C:10]1[C:15]([C:16]#N)=[CH:14][CH:13]=[CH:12][N:11]=1.C([Li])CCC.C1C[O:26]CC1. (8) Given the product [Cl:1][C:2]1[CH:7]=[C:6]([C:8]([F:11])([F:10])[F:9])[CH:5]=[CH:4][C:3]=1[NH:12][C:13](=[O:14])[NH:36][C:33]1[CH:34]=[CH:35][C:30]([C:28]2[N:29]=[C:25]([C:23]([NH:22][C@@H:17]([CH:16]([CH3:39])[CH3:15])[C:18]([O:20][CH3:21])=[O:19])=[O:24])[S:26][CH:27]=2)=[CH:31][CH:32]=1, predict the reactants needed to synthesize it. The reactants are: [Cl:1][C:2]1[CH:7]=[C:6]([C:8]([F:11])([F:10])[F:9])[CH:5]=[CH:4][C:3]=1[N:12]=[C:13]=[O:14].[CH3:15][CH:16]([CH3:39])[CH:17]([NH:22][C:23]([C:25]1[S:26][CH:27]=[C:28]([C:30]2[CH:35]=[CH:34][C:33]([N+:36]([O-])=O)=[CH:32][CH:31]=2)[N:29]=1)=[O:24])[C:18]([O:20][CH3:21])=[O:19]. (9) The reactants are: [Br:1][CH2:2][CH2:3][CH2:4][CH2:5][CH2:6][OH:7].[C:8]1([P:14]([C:21]2[CH:26]=[CH:25][CH:24]=[CH:23][CH:22]=2)[C:15]2[CH:20]=[CH:19][CH:18]=[CH:17][CH:16]=2)[CH:13]=[CH:12][CH:11]=[CH:10][CH:9]=1. Given the product [Br-:1].[OH:7][CH2:6][CH2:5][CH2:4][CH2:3][CH2:2][P+:14]([C:15]1[CH:16]=[CH:17][CH:18]=[CH:19][CH:20]=1)([C:21]1[CH:26]=[CH:25][CH:24]=[CH:23][CH:22]=1)[C:8]1[CH:9]=[CH:10][CH:11]=[CH:12][CH:13]=1, predict the reactants needed to synthesize it. (10) Given the product [C:13]1([C:10]2[C:11]3[S:12][C:5]([C:3]([OH:2])=[O:4])=[CH:6][C:7]=3[N:8]([CH2:39][C:40]([N:42]3[CH2:47][CH2:46][O:45][CH2:44][CH2:43]3)=[O:41])[C:9]=2[C:19]2[CH:20]=[C:21]3[C:26](=[CH:27][CH:28]=2)[N:25]=[C:24]([C:29]2[S:33][C:32]([CH3:34])=[N:31][C:30]=2[CH3:35])[CH:23]=[CH:22]3)[CH2:18][CH2:17][CH2:16][CH2:15][CH:14]=1, predict the reactants needed to synthesize it. The reactants are: C[O:2][C:3]([C:5]1[S:12][C:11]2[C:10]([C:13]3[CH2:18][CH2:17][CH2:16][CH2:15][CH:14]=3)=[C:9]([C:19]3[CH:20]=[C:21]4[C:26](=[CH:27][CH:28]=3)[N:25]=[C:24]([C:29]3[S:33][C:32]([CH3:34])=[N:31][C:30]=3[CH3:35])[CH:23]=[CH:22]4)[NH:8][C:7]=2[CH:6]=1)=[O:4].[H-].[Na+].Cl[CH2:39][C:40]([N:42]1[CH2:47][CH2:46][O:45][CH2:44][CH2:43]1)=[O:41].[Li+].[OH-].Cl.